This data is from Peptide-MHC class I binding affinity with 185,985 pairs from IEDB/IMGT. The task is: Regression. Given a peptide amino acid sequence and an MHC pseudo amino acid sequence, predict their binding affinity value. This is MHC class I binding data. The peptide sequence is NWFDLASWI. The MHC is Mamu-B8701 with pseudo-sequence Mamu-B8701. The binding affinity (normalized) is 0.120.